The task is: Predict which catalyst facilitates the given reaction.. This data is from Catalyst prediction with 721,799 reactions and 888 catalyst types from USPTO. (1) Reactant: C1C=CC(N([S:8]([C:11]([F:14])([F:13])[F:12])(=[O:10])=[O:9])[S:8]([C:11]([F:14])([F:13])[F:12])(=[O:10])=[O:9])=CC=1.[CH:22]1([C:25]2[CH:26]=[C:27]([CH:30]=[C:31]([O:34][CH2:35][CH3:36])[C:32]=2[OH:33])[CH:28]=[O:29])[CH2:24][CH2:23]1.CCN(C(C)C)C(C)C.Cl. Product: [F:12][C:11]([F:14])([F:13])[S:8]([O:33][C:32]1[C:31]([O:34][CH2:35][CH3:36])=[CH:30][C:27]([CH:28]=[O:29])=[CH:26][C:25]=1[CH:22]1[CH2:23][CH2:24]1)(=[O:10])=[O:9]. The catalyst class is: 630. (2) Reactant: Br[C:2]1[CH:10]=[CH:9][CH:8]=[C:7]2[C:3]=1[C:4]1([C:25]3=[N:26][C:27]([O:30][CH3:31])=[CH:28][CH:29]=[C:24]3[O:23][CH2:22]1)[C:5](=[O:21])[N:6]2[CH2:11][C:12]1[O:13][C:14]([C:17]([F:20])([F:19])[F:18])=[CH:15][CH:16]=1.C(O)=O.C(N(CC)CC)C. Product: [CH3:31][O:30][C:27]1[N:26]=[C:25]2[C:4]3([CH2:22][O:23][C:24]2=[CH:29][CH:28]=1)[C:3]1[C:7](=[CH:8][CH:9]=[CH:10][CH:2]=1)[N:6]([CH2:11][C:12]1[O:13][C:14]([C:17]([F:20])([F:19])[F:18])=[CH:15][CH:16]=1)[C:5]3=[O:21]. The catalyst class is: 660. (3) Reactant: [NH:1]1[C:10]2[C:5](=[CH:6][CH:7]=[CH:8][CH:9]=2)[CH2:4][CH2:3][CH2:2]1.[N:11]([O-])=[O:12].[Na+].CCOC(C)=O. Product: [N:11]([N:1]1[C:10]2[C:5](=[CH:6][CH:7]=[CH:8][CH:9]=2)[CH2:4][CH2:3][CH2:2]1)=[O:12]. The catalyst class is: 313. (4) Reactant: [C:1](O[BH-](OC(=O)C)OC(=O)C)(=O)[CH3:2].[Na+].[NH:15]1[CH2:20][CH2:19][CH2:18][CH:17]([O:21][C:22]2[CH:23]=[C:24]3[C:29](=[CH:30][CH:31]=2)[C:28](=[O:32])[NH:27][CH:26]=[CH:25]3)[CH2:16]1.C(O)(=O)C.C(=O)C. Product: [CH2:1]([N:15]1[CH2:20][CH2:19][CH2:18][CH:17]([O:21][C:22]2[CH:23]=[C:24]3[C:29](=[CH:30][CH:31]=2)[C:28](=[O:32])[NH:27][CH:26]=[CH:25]3)[CH2:16]1)[CH3:2]. The catalyst class is: 9. (5) Reactant: [N+:1]([C:4]1[CH:9]=[CH:8][C:7]([N:10]2[C:15](=[O:16])[N:14]([C:17]3[CH:22]=[CH:21][C:20]([N+:23]([O-])=O)=[CH:19][C:18]=3[CH3:26])[C:13](=[O:27])[N:12]([C:28]3[CH:33]=[CH:32][C:31]([N+:34]([O-])=O)=[CH:30][C:29]=3[CH3:37])[C:11]2=[O:38])=[C:6]([CH3:39])[CH:5]=1)([O-])=O.Cl.O. Product: [NH2:23][C:20]1[CH:21]=[CH:22][C:17]([N:14]2[C:15](=[O:16])[N:10]([C:7]3[CH:8]=[CH:9][C:4]([NH2:1])=[CH:5][C:6]=3[CH3:39])[C:11](=[O:38])[N:12]([C:28]3[CH:33]=[CH:32][C:31]([NH2:34])=[CH:30][C:29]=3[CH3:37])[C:13]2=[O:27])=[C:18]([CH3:26])[CH:19]=1. The catalyst class is: 123. (6) Reactant: [OH:1][C:2]1([C:15]#[C:16][Si](C)(C)C)[CH2:7][CH2:6][N:5]([C:8]([O:10][C:11]([CH3:14])([CH3:13])[CH3:12])=[O:9])[CH2:4][CH2:3]1.CCCC[N+](CCCC)(CCCC)CCCC.[F-]. Product: [C:15]([C:2]1([OH:1])[CH2:7][CH2:6][N:5]([C:8]([O:10][C:11]([CH3:13])([CH3:12])[CH3:14])=[O:9])[CH2:4][CH2:3]1)#[CH:16]. The catalyst class is: 1.